From a dataset of Reaction yield outcomes from USPTO patents with 853,638 reactions. Predict the reaction yield, written as a fraction of the theoretical maximum amount of product (1.0 means a 100% yield; for example, 0.34 means a 34% yield). The reactants are [C:1]([O:5][C:6]([N:8]1[CH2:12][CH:11]=[CH:10][CH2:9]1)=[O:7])([CH3:4])([CH3:3])[CH3:2].F[B-](F)(F)F.[Cl:18][C:19]1[CH:24]=[CH:23][C:22]([N+]#N)=[CH:21][C:20]=1[CH3:27].[CH3:28][OH:29]. The catalyst is C(OCC)(=O)C.C([O-])(=O)C.[Pd+2].C([O-])(=O)C. The product is [Cl:18][C:19]1[CH:24]=[CH:23][C:22]([CH:11]2[CH2:12][N:8]([C:6]([O:5][C:1]([CH3:4])([CH3:2])[CH3:3])=[O:7])[CH:9]([O:29][CH3:28])[CH2:10]2)=[CH:21][C:20]=1[CH3:27]. The yield is 0.880.